This data is from Full USPTO retrosynthesis dataset with 1.9M reactions from patents (1976-2016). The task is: Predict the reactants needed to synthesize the given product. (1) The reactants are: [NH2:1][C:2]1[C:7]([OH:8])=[CH:6][CH:5]=[CH:4][N:3]=1.[NH2:9][C:10]1[CH:11]=[N:12][CH:13]=[C:14]([CH:18]=1)[C:15](O)=O.[OH-].[Na+]. Given the product [O:8]1[C:7]2[C:2](=[N:3][CH:4]=[CH:5][CH:6]=2)[N:1]=[C:15]1[C:14]1[CH:18]=[C:10]([NH2:9])[CH:11]=[N:12][CH:13]=1, predict the reactants needed to synthesize it. (2) Given the product [NH2:1][C:2]1[CH:43]=[CH:42][C:5]([C:6]([N:8]([C:10]2[CH:15]=[CH:14][CH:13]=[C:12]([NH:16][C:17]3[N:22]=[C:21]([C:23]4[C:31]5[C:26](=[CH:27][CH:28]=[CH:29][CH:30]=5)[NH:25][CH:24]=4)[C:20]([Cl:41])=[CH:19][N:18]=3)[CH:11]=2)[CH3:9])=[O:7])=[CH:4][CH:3]=1, predict the reactants needed to synthesize it. The reactants are: [NH2:1][C:2]1[CH:43]=[CH:42][C:5]([C:6]([N:8]([C:10]2[CH:15]=[CH:14][CH:13]=[C:12]([NH:16][C:17]3[N:22]=[C:21]([C:23]4[C:31]5[C:26](=[CH:27][CH:28]=[CH:29][CH:30]=5)[N:25](S(C5C=CC=CC=5)(=O)=O)[CH:24]=4)[C:20]([Cl:41])=[CH:19][N:18]=3)[CH:11]=2)[CH3:9])=[O:7])=[CH:4][CH:3]=1.[OH-].[Na+]. (3) Given the product [Br:1][C:2]1[CH:10]=[CH:9][C:5]([C:6]([O:8][C:15]([CH3:18])([CH3:17])[CH3:16])=[O:7])=[C:4]([CH3:11])[CH:3]=1, predict the reactants needed to synthesize it. The reactants are: [Br:1][C:2]1[CH:10]=[CH:9][C:5]([C:6]([OH:8])=[O:7])=[C:4]([CH3:11])[CH:3]=1.C(OC(O[C:15]([CH3:18])([CH3:17])[CH3:16])=O)(O[C:15]([CH3:18])([CH3:17])[CH3:16])=O.O.C(=O)([O-])[O-].[K+].[K+]. (4) Given the product [F:1][C:2]1[CH:16]=[CH:15][C:5]([C:6]([NH:8][CH:9]2[CH2:14][CH2:13][N:12]([C:24]([O:26][CH3:27])=[O:25])[CH2:11][CH2:10]2)=[O:7])=[CH:4][CH:3]=1, predict the reactants needed to synthesize it. The reactants are: [F:1][C:2]1[CH:16]=[CH:15][C:5]([C:6]([NH:8][CH:9]2[CH2:14][CH2:13][NH:12][CH2:11][CH2:10]2)=[O:7])=[CH:4][CH:3]=1.N1C=CC=CC=1.Cl[C:24]([O:26][CH3:27])=[O:25].O. (5) Given the product [Br:1][C:2]1[C:3]([F:11])=[C:4]([CH:5]=[CH:6][CH:7]=1)[NH2:8], predict the reactants needed to synthesize it. The reactants are: [Br:1][C:2]1[C:3]([F:11])=[C:4]([N+:8]([O-])=O)[CH:5]=[CH:6][CH:7]=1.